This data is from Full USPTO retrosynthesis dataset with 1.9M reactions from patents (1976-2016). The task is: Predict the reactants needed to synthesize the given product. (1) Given the product [CH3:1][C:2]1[O:6][N:5]=[C:4]([O:7][C:15]2[CH:22]=[CH:21][C:18]([CH:19]=[O:20])=[CH:17][CH:16]=2)[CH:3]=1, predict the reactants needed to synthesize it. The reactants are: [CH3:1][C:2]1[O:6][N:5]=[C:4]([OH:7])[CH:3]=1.C(=O)([O-])[O-].[K+].[K+].F[C:15]1[CH:22]=[CH:21][C:18]([CH:19]=[O:20])=[CH:17][CH:16]=1. (2) The reactants are: Cl.[CH3:2][N:3]1[C:11](=[O:12])[C:10]2[N:9]([C@@H:13]([CH3:17])[C:14]([OH:16])=O)[CH:8]=[N:7][C:6]=2[N:5]([CH3:18])[C:4]1=[O:19].[CH3:20][C@H:21]1[CH2:25][CH2:24][CH2:23][N:22]1[C:26]1[N:31]=[CH:30][C:29]([C:32]2[N:37]=[C:36]([NH2:38])[CH:35]=[N:34][CH:33]=2)=[CH:28][N:27]=1.C1C=NC2N(O)N=NC=2C=1.N1C=CC=CC=1.CC(C)N=C=NC(C)C. Given the product [CH3:2][N:3]1[C:11](=[O:12])[C:10]2[N:9]([C@@H:13]([CH3:17])[C:14]([NH:38][C:36]3[CH:35]=[N:34][CH:33]=[C:32]([C:29]4[CH:28]=[N:27][C:26]([N:22]5[CH2:23][CH2:24][CH2:25][C@@H:21]5[CH3:20])=[N:31][CH:30]=4)[N:37]=3)=[O:16])[CH:8]=[N:7][C:6]=2[N:5]([CH3:18])[C:4]1=[O:19], predict the reactants needed to synthesize it. (3) The reactants are: [C:1]([O:5][C:6]([NH:8][C:9]1[S:10][C:11]([C:15]([OH:17])=[O:16])=[C:12]([CH3:14])[N:13]=1)=[O:7])([CH3:4])([CH3:3])[CH3:2].[Si](C=[N+]=[N-])(C)(C)[CH3:19]. Given the product [CH3:19][O:16][C:15]([C:11]1[S:10][C:9]([NH:8][C:6]([O:5][C:1]([CH3:4])([CH3:2])[CH3:3])=[O:7])=[N:13][C:12]=1[CH3:14])=[O:17], predict the reactants needed to synthesize it. (4) Given the product [CH3:13][N:7]1[CH:6]=[CH:5][C:4]2[C:9](=[CH:10][CH:11]=[C:2]([C:18]3[CH:19]=[N:20][C:15]([CH3:14])=[CH:16][CH:17]=3)[CH:3]=2)[C:8]1=[O:12], predict the reactants needed to synthesize it. The reactants are: Br[C:2]1[CH:3]=[C:4]2[C:9](=[CH:10][CH:11]=1)[C:8](=[O:12])[N:7]([CH3:13])[CH:6]=[CH:5]2.[CH3:14][C:15]1[N:20]=[CH:19][C:18](B(O)O)=[CH:17][CH:16]=1.C([O-])(O)=O.[Na+]. (5) Given the product [CH3:29][C:17]1[CH:16]=[C:15]([CH:20]=[CH:19][C:18]=1[O:21][CH2:22][C:23]1[CH:28]=[CH:27][CH:26]=[CH:25][N:24]=1)[NH:14][C:7]1[C:6]2[C:11](=[CH:12][CH:13]=[C:4]([C:31]3[S:30][CH:34]=[CH:33][CH:32]=3)[CH:5]=2)[N:10]=[CH:9][N:8]=1, predict the reactants needed to synthesize it. The reactants are: Cl.Cl.Br[C:4]1[CH:5]=[C:6]2[C:11](=[CH:12][CH:13]=1)[N:10]=[CH:9][N:8]=[C:7]2[NH:14][C:15]1[CH:20]=[CH:19][C:18]([O:21][CH2:22][C:23]2[CH:28]=[CH:27][CH:26]=[CH:25][N:24]=2)=[C:17]([CH3:29])[CH:16]=1.[S:30]1[CH:34]=[CH:33][CH:32]=[C:31]1B(OC(C)C)OC(C)C. (6) Given the product [CH:1]1([C:5]([C:7]2[NH:11][C:10]([CH:12]([C:20]3[CH:25]=[CH:24][C:23]([S:26]([CH:29]4[CH2:30][CH2:31]4)(=[O:28])=[O:27])=[CH:22][CH:21]=3)[CH2:13][C@H:14]3[CH2:18][CH2:17][C:16](=[O:19])[CH2:15]3)=[N:9][C:8]=2[F:33])=[O:6])[CH2:2][CH2:3][CH2:4]1, predict the reactants needed to synthesize it. The reactants are: [CH:1]1([C:5]([C:7]2[NH:11][C:10]([CH:12]([C:20]3[CH:25]=[CH:24][C:23]([S:26]([CH:29]4[CH2:31][CH2:30]4)(=[O:28])=[O:27])=[CH:22][CH:21]=3)[CH2:13][C@H:14]3[CH2:18][CH2:17][C:16](=[O:19])[CH2:15]3)=[N:9][CH:8]=2)=[O:6])[CH2:4][CH2:3][CH2:2]1.[Xe](F)[F:33]. (7) Given the product [CH2:32]([O:39][C:40]([N:42]1[CH2:47][CH2:46][CH2:45][C:44]([NH:49][C:18]2[C:17]([N+:20]([O-:22])=[O:21])=[CH:16][N:15]=[C:14]3[N:10]([S:7]([C:1]4[CH:6]=[CH:5][CH:4]=[CH:3][CH:2]=4)(=[O:9])=[O:8])[CH:11]=[CH:12][C:13]=23)([CH3:48])[CH2:43]1)=[O:41])[C:33]1[CH:38]=[CH:37][CH:36]=[CH:35][CH:34]=1, predict the reactants needed to synthesize it. The reactants are: [C:1]1([S:7]([N:10]2[C:14]3=[N:15][CH:16]=[C:17]([N+:20]([O-:22])=[O:21])[C:18](Cl)=[C:13]3[CH:12]=[CH:11]2)(=[O:9])=[O:8])[CH:6]=[CH:5][CH:4]=[CH:3][CH:2]=1.C(N(C(C)C)CC)(C)C.[CH2:32]([O:39][C:40]([N:42]1[CH2:47][CH2:46][CH2:45][C:44]([NH2:49])([CH3:48])[CH2:43]1)=[O:41])[C:33]1[CH:38]=[CH:37][CH:36]=[CH:35][CH:34]=1.